Dataset: Full USPTO retrosynthesis dataset with 1.9M reactions from patents (1976-2016). Task: Predict the reactants needed to synthesize the given product. (1) Given the product [OH:7][CH2:8][C:9]1[O:13][C:12]([C:14](=[O:16])[CH3:15])=[CH:11][CH:10]=1, predict the reactants needed to synthesize it. The reactants are: O1CCCCC1[O:7][CH2:8][C:9]1[O:13][C:12]([C:14](=[O:16])[CH3:15])=[CH:11][CH:10]=1. (2) Given the product [NH2:24][C:9]1[C:10]2[C:2]([Br:1])=[CH:3][N:4]([C@@H:12]3[CH2:15][C@H:14]([CH2:16][N:17]4[CH2:22][CH2:21][CH:20]([OH:23])[CH2:19][CH2:18]4)[CH2:13]3)[C:5]=2[N:6]=[CH:7][N:8]=1, predict the reactants needed to synthesize it. The reactants are: [Br:1][C:2]1[C:10]2[C:9](Cl)=[N:8][CH:7]=[N:6][C:5]=2[N:4]([C@@H:12]2[CH2:15][C@H:14]([CH2:16][N:17]3[CH2:22][CH2:21][CH:20]([OH:23])[CH2:19][CH2:18]3)[CH2:13]2)[CH:3]=1.[NH4+:24].[OH-].CCO. (3) Given the product [CH2:19]([O:18][C:12]1[CH:13]=[CH:14][CH:15]=[C:16]([F:17])[C:11]=1[CH:2]1[N:1]([CH2:30][C:29]2[CH:32]=[CH:33][N:34]=[C:27]([C:24]3[S:25][CH:26]=[C:22]([CH3:21])[N:23]=3)[CH:28]=2)[C:5](=[O:7])[CH:4]([CH3:10])[CH2:3]1)[CH3:20], predict the reactants needed to synthesize it. The reactants are: [NH2:1][CH:2]([C:11]1[C:16]([F:17])=[CH:15][CH:14]=[CH:13][C:12]=1[O:18][CH2:19][CH3:20])[CH2:3][CH:4]([CH3:10])[C:5]([O:7]CC)=O.[CH3:21][C:22]1[N:23]=[C:24]([C:27]2[CH:28]=[C:29]([CH:32]=[CH:33][N:34]=2)[CH:30]=O)[S:25][CH:26]=1. (4) Given the product [Cl:1][C:2]1[C:21]([C:27]2[CH:28]=[N:23][CH:24]=[N:25][CH:26]=2)=[CH:20][C:5]([C:6]([NH:8][C:9]2[CH:14]=[CH:13][C:12]([O:15][C:16]([Cl:19])([F:18])[F:17])=[CH:11][CH:10]=2)=[O:7])=[CH:4][N:3]=1, predict the reactants needed to synthesize it. The reactants are: [Cl:1][C:2]1[C:21](I)=[CH:20][C:5]([C:6]([NH:8][C:9]2[CH:14]=[CH:13][C:12]([O:15][C:16]([Cl:19])([F:18])[F:17])=[CH:11][CH:10]=2)=[O:7])=[CH:4][N:3]=1.[N:23]1[CH:28]=[C:27](B(O)O)[CH:26]=[N:25][CH:24]=1.C([O-])([O-])=O.[Na+].[Na+]. (5) Given the product [CH3:3][N:8]([CH3:7])[C:12]1[CH:21]=[CH:20][C:19]2[NH:18][C:17](=[O:22])[C:16]3[NH:23][CH:24]=[CH:25][C:15]=3[C:14]=2[CH:13]=1.[CH2:26]([C:28]([O-:30])=[O:29])[CH3:27], predict the reactants needed to synthesize it. The reactants are: C=O.[C:3](O)(=O)C.[C:7]([BH3-])#[N:8].[Na+].N[C:12]1[CH:21]=[CH:20][C:19]2[NH:18][C:17](=[O:22])[C:16]3[NH:23][CH:24]=[CH:25][C:15]=3[C:14]=2[CH:13]=1.[CH2:26]([C:28]([O-:30])=[O:29])[CH3:27]. (6) Given the product [CH3:2][O:3][C:4](=[O:31])[CH2:5][N:6]1[C:14]2[C:9](=[CH:10][C:11]([O:15][CH2:16][CH2:17][CH2:18][O:19][C:20]3[CH:25]=[CH:24][C:23]([C:26]([NH2:27])=[S:1])=[CH:22][C:21]=3[CH2:28][CH2:29][CH3:30])=[CH:12][CH:13]=2)[CH:8]=[CH:7]1, predict the reactants needed to synthesize it. The reactants are: [SH2:1].[CH3:2][O:3][C:4](=[O:31])[CH2:5][N:6]1[C:14]2[C:9](=[CH:10][C:11]([O:15][CH2:16][CH2:17][CH2:18][O:19][C:20]3[CH:25]=[CH:24][C:23]([C:26]#[N:27])=[CH:22][C:21]=3[CH2:28][CH2:29][CH3:30])=[CH:12][CH:13]=2)[CH:8]=[CH:7]1.C(NCC)C. (7) Given the product [OH:19][CH2:16][C:17]#[C:18][C:2]1[CH:7]=[CH:6][N:5]=[CH:4][C:3]=1[NH:8][C:9](=[O:15])[O:10][C:11]([CH3:14])([CH3:13])[CH3:12], predict the reactants needed to synthesize it. The reactants are: I[C:2]1[CH:7]=[CH:6][N:5]=[CH:4][C:3]=1[NH:8][C:9](=[O:15])[O:10][C:11]([CH3:14])([CH3:13])[CH3:12].[CH2:16]([OH:19])[C:17]#[CH:18].C(N(CC)CC)C.[Cl-].[Na+]. (8) Given the product [F:1][C:2]1[CH:3]=[C:44]([C:43]([OH:40])=[O:45])[CH:5]=[C:6]2[C:10]=1[N:9]([C:11]([C:24]1[CH:29]=[CH:28][CH:27]=[CH:26][CH:25]=1)([C:18]1[CH:23]=[CH:22][CH:21]=[CH:20][CH:19]=1)[C:12]1[CH:17]=[CH:16][CH:15]=[CH:14][CH:13]=1)[N:8]=[C:7]2/[CH:30]=[CH:31]/[C:32]1[CH:33]=[N:34][CH:35]=[CH:36][CH:37]=1, predict the reactants needed to synthesize it. The reactants are: [F:1][C:2]1[CH:3]=C(C#N)[CH:5]=[C:6]2[C:10]=1[N:9]([C:11]([C:24]1[CH:29]=[CH:28][CH:27]=[CH:26][CH:25]=1)([C:18]1[CH:23]=[CH:22][CH:21]=[CH:20][CH:19]=1)[C:12]1[CH:17]=[CH:16][CH:15]=[CH:14][CH:13]=1)[N:8]=[C:7]2/[CH:30]=[CH:31]/[C:32]1[CH:33]=[N:34][CH:35]=[CH:36][CH:37]=1.[OH-:40].[K+].Cl.[CH2:43]([OH:45])[CH3:44]. (9) The reactants are: [F:1][CH:2](O)[CH2:3][CH2:4][F:5].[H-].[Na+].[Cl:9][C:10]1[CH:11]=[C:12]([C:17]2[O:21][N:20]=[C:19]([C:22]3[CH:30]=[CH:29][CH:28]=[C:27]4[C:23]=3[CH:24]=[CH:25][N:26]4[CH2:31][C:32]([NH2:34])=[O:33])[N:18]=2)[CH:13]=[CH:14][C:15]=1F.[OH2:35]. Given the product [Cl:9][C:10]1[CH:11]=[C:12]([C:17]2[O:21][N:20]=[C:19]([C:22]3[CH:30]=[CH:29][CH:28]=[C:27]4[C:23]=3[CH:24]=[CH:25][N:26]4[CH2:31][C:32]([NH2:34])=[O:33])[N:18]=2)[CH:13]=[CH:14][C:15]=1[O:35][CH:3]([CH2:4][F:5])[CH2:2][F:1], predict the reactants needed to synthesize it.